Dataset: Full USPTO retrosynthesis dataset with 1.9M reactions from patents (1976-2016). Task: Predict the reactants needed to synthesize the given product. (1) Given the product [CH3:1][N:2]([C:3]1[CH:8]=[CH:7][N:6]=[CH:5][CH:4]=1)[C:15](=[O:16])[C:14]1[CH:18]=[CH:19][CH:20]=[C:12]([N+:9]([O-:11])=[O:10])[CH:13]=1, predict the reactants needed to synthesize it. The reactants are: [CH3:1][NH:2][C:3]1[CH:8]=[CH:7][N:6]=[CH:5][CH:4]=1.[N+:9]([C:12]1[CH:13]=[C:14]([CH:18]=[CH:19][CH:20]=1)[C:15](Cl)=[O:16])([O-:11])=[O:10].C(N(CC)C(C)C)(C)C.CN(C1C=CC=CN=1)C. (2) The reactants are: [Br:1][C:2]1[C:3](Cl)=[C:4]([C:14]#[N:15])[C:5](=O)[N:6]([C@H:8]([CH:10]([CH3:12])[CH3:11])[CH3:9])[CH:7]=1.[OH2:17].[NH2:18][NH2:19]. Given the product [NH2:15][C:14]1[C:4]2[C:5](=[O:17])[N:6]([C@H:8]([CH:10]([CH3:12])[CH3:11])[CH3:9])[CH:7]=[C:2]([Br:1])[C:3]=2[NH:19][N:18]=1, predict the reactants needed to synthesize it. (3) Given the product [NH2:17][CH2:15][C:11]1([OH:14])[CH2:12][CH2:13][N:8]([CH2:1][C:2]2[CH:3]=[CH:4][CH:5]=[CH:6][CH:7]=2)[CH2:9][CH2:10]1, predict the reactants needed to synthesize it. The reactants are: [CH2:1]([N:8]1[CH2:13][CH2:12][C:11](=[O:14])[CH2:10][CH2:9]1)[C:2]1[CH:7]=[CH:6][CH:5]=[CH:4][CH:3]=1.[CH2:15]([N:17](CC)CC)C.C[Si](C#N)(C)C.[H-].[Al+3].[Li+].[H-].[H-].[H-]. (4) Given the product [CH3:18][O:17][C:13]1[C:12]([CH3:19])=[CH:11][C:10]([C:9]2[O:21][C:6]3[N:5]=[C:4]([S:22][CH3:23])[N:3]=[C:2]([OH:1])[C:7]=3[N:8]=2)=[CH:15][C:14]=1[CH3:16], predict the reactants needed to synthesize it. The reactants are: [OH:1][C:2]1[C:7]([NH:8][C:9](=O)[C:10]2[CH:15]=[C:14]([CH3:16])[C:13]([O:17][CH3:18])=[C:12]([CH3:19])[CH:11]=2)=[C:6]([OH:21])[N:5]=[C:4]([S:22][CH3:23])[N:3]=1.